Dataset: Catalyst prediction with 721,799 reactions and 888 catalyst types from USPTO. Task: Predict which catalyst facilitates the given reaction. The catalyst class is: 19. Product: [F:33][C:27]1[CH:28]=[C:29]([OH:32])[CH:30]=[CH:31][C:26]=1[C:24]1[N:23]=[C:22]2[NH:34][N:35]=[C:36]([CH3:37])[C:21]2=[C:20]([CH2:19][N:14]2[CH2:15][C:16]([CH3:17])([CH3:18])[N:11]([CH2:10][CH2:9][OH:8])[CH2:12][C:13]2([CH3:39])[CH3:38])[CH:25]=1. Reactant: C([O:8][CH2:9][CH2:10][N:11]1[C:16]([CH3:18])([CH3:17])[CH2:15][N:14]([CH2:19][C:20]2[CH:25]=[C:24]([C:26]3[CH:31]=[CH:30][C:29]([OH:32])=[CH:28][C:27]=3[F:33])[N:23]=[C:22]3[NH:34][N:35]=[C:36]([CH3:37])[C:21]=23)[C:13]([CH3:39])([CH3:38])[CH2:12]1)C1C=CC=CC=1.